From a dataset of Catalyst prediction with 721,799 reactions and 888 catalyst types from USPTO. Predict which catalyst facilitates the given reaction. (1) Reactant: [Cl:1][C:2]1[CH:3]=[C:4]([CH2:12][OH:13])[CH:5]=[C:6]([C:8]([F:11])([F:10])[F:9])[CH:7]=1. Product: [Cl:1][C:2]1[CH:3]=[C:4]([CH:5]=[C:6]([C:8]([F:9])([F:10])[F:11])[CH:7]=1)[CH:12]=[O:13]. The catalyst class is: 784. (2) Reactant: [C:1]([O:5][C:6](=[O:20])[C:7]([CH3:19])([N:9]1[C:13]2[CH:14]=[CH:15][CH:16]=[CH:17][C:12]=2[NH:11][C:10]1=[O:18])[CH3:8])([CH3:4])([CH3:3])[CH3:2].[I-].[CH3:22][N:23]1[C:31]2[C:26](=[C:27]([CH3:32])[CH:28]=[CH:29][CH:30]=2)[C:25]([CH2:33][N+](C)(C)C)=[CH:24]1.C([O-])([O-])=O.[K+].[K+]. Product: [C:1]([O:5][C:6](=[O:20])[C:7]([N:9]1[C:13]2[CH:14]=[CH:15][CH:16]=[CH:17][C:12]=2[N:11]([CH2:33][CH:25]2[C:26]3[C:31](=[CH:30][CH:29]=[CH:28][C:27]=3[CH3:32])[N:23]([CH3:22])[CH2:24]2)[C:10]1=[O:18])([CH3:8])[CH3:19])([CH3:2])([CH3:3])[CH3:4]. The catalyst class is: 31. (3) Reactant: [Cl:1][C:2]1[C:3]2[C:10]([I:11])=[CH:9][NH:8][C:4]=2[N:5]=[CH:6][N:7]=1.C(N(CC)C(C)C)(C)C.C(Cl)Cl.[C:24]1([S:30](Cl)(=[O:32])=[O:31])[CH:29]=[CH:28][CH:27]=[CH:26][CH:25]=1. Product: [Cl:1][C:2]1[C:3]2[C:10]([I:11])=[CH:9][N:8]([S:30]([C:24]3[CH:29]=[CH:28][CH:27]=[CH:26][CH:25]=3)(=[O:32])=[O:31])[C:4]=2[N:5]=[CH:6][N:7]=1. The catalyst class is: 777. (4) Reactant: [H-].[Na+].[C:3]1([OH:9])[CH:8]=[CH:7][CH:6]=[CH:5][CH:4]=1.F[C:11]1[CH:16]=[CH:15][CH:14]=[C:13]([F:17])[C:12]=1[N+:18]([O-:20])=[O:19].CCOC(C)=O. Product: [F:17][C:13]1[CH:14]=[CH:15][CH:16]=[C:11]([O:9][C:3]2[CH:8]=[CH:7][CH:6]=[CH:5][CH:4]=2)[C:12]=1[N+:18]([O-:20])=[O:19]. The catalyst class is: 3. (5) Reactant: [CH2:1]1[C:10]2[C:5](=[CH:6]C=[CH:8][CH:9]=2)[CH2:4][C:3](=[O:11])[CH2:2]1.[CH:12]([OH:14])=O.[CH2:15](N(CC)CC)C. Product: [CH3:15][O:11][C:3]1[CH:2]=[CH:1][C:10]2[CH2:9][CH2:8][CH:12]([OH:14])[CH2:6][C:5]=2[CH:4]=1. The catalyst class is: 5. (6) Reactant: CN(C(ON1N=NC2C=CC=NC1=2)=[N+](C)C)C.F[P-](F)(F)(F)(F)F.C(N(CC)C(C)C)(C)C.[CH3:34][C:35]1[CH:41]=[CH:40][C:38]([NH2:39])=[CH:37][C:36]=1[N:42]1[C:49]2[N:45]([N:46]=[C:47]([C:50]3[CH:51]=[N:52][CH:53]=[CH:54][CH:55]=3)[CH:48]=2)[CH:44]=[CH:43]1.[C:56]([C:60]1[CH:61]=[C:62]([CH:66]=[C:67]([C:69]#[N:70])[CH:68]=1)[C:63](O)=[O:64])([CH3:59])([CH3:58])[CH3:57]. Product: [C:56]([C:60]1[CH:61]=[C:62]([CH:66]=[C:67]([C:69]#[N:70])[CH:68]=1)[C:63]([NH:39][C:38]1[CH:40]=[CH:41][C:35]([CH3:34])=[C:36]([N:42]2[C:49]3[N:45]([N:46]=[C:47]([C:50]4[CH:51]=[N:52][CH:53]=[CH:54][CH:55]=4)[CH:48]=3)[CH:44]=[CH:43]2)[CH:37]=1)=[O:64])([CH3:59])([CH3:57])[CH3:58]. The catalyst class is: 148. (7) Reactant: [NH2:1][C@H:2]1[CH2:7][CH2:6][N:5]([C:8]([O:10][C:11]([CH3:14])([CH3:13])[CH3:12])=[O:9])[CH2:4][C@H:3]1[O:15][CH2:16][CH3:17].C(=O)(O)[O-].[Na+].Cl[C:24]([O:26][CH2:27][C:28]1[CH:33]=[CH:32][CH:31]=[CH:30][CH:29]=1)=[O:25].C1COCC1. Product: [CH2:27]([O:26][C:24]([NH:1][C@H:2]1[CH2:7][CH2:6][N:5]([C:8]([O:10][C:11]([CH3:12])([CH3:13])[CH3:14])=[O:9])[CH2:4][C@H:3]1[O:15][CH2:16][CH3:17])=[O:25])[C:28]1[CH:33]=[CH:32][CH:31]=[CH:30][CH:29]=1. The catalyst class is: 6. (8) Reactant: [CH:1]1[CH:2]=[CH:3][C:4]2[S:9][N:8]=[C:7]([N:10]3[CH2:15][CH2:14][N:13]([CH2:16][CH2:17][C:18]4[CH:19]=[C:20]5[CH2:28][C:26](=[O:27])[NH:25][C:21]5=[CH:22][C:23]=4[Cl:24])[CH2:12][CH2:11]3)[C:5]=2[CH:6]=1. Product: [CH:1]1[CH:2]=[CH:3][C:4]2[S:9][N:8]=[C:7]([N:10]3[CH2:11][CH2:12][N:13]([CH2:16][CH2:17][C:18]4[CH:19]=[C:20]5[CH2:28][C:26](=[O:27])[NH:25][C:21]5=[CH:22][C:23]=4[Cl:24])[CH2:14][CH2:15]3)[C:5]=2[CH:6]=1.[ClH:24]. The catalyst class is: 15. (9) Reactant: [NH2:1][C:2]1[C:7]([C:8]#[N:9])=[C:6]([O:10][CH2:11][CH3:12])[N:5]=[C:4]([C:13]([OH:15])=O)[CH:3]=1.CN(C(ON1N=NC2C=CC=CC1=2)=[N+](C)C)C.[B-](F)(F)(F)F.[CH3:38][C:39]1[CH:40]=[C:41]([CH:44]=[CH:45][CH:46]=1)[CH2:42][NH2:43]. Product: [NH2:1][C:2]1[C:7]([C:8]#[N:9])=[C:6]([O:10][CH2:11][CH3:12])[N:5]=[C:4]([C:13]([NH:43][CH2:42][C:41]2[CH:44]=[CH:45][CH:46]=[C:39]([CH3:38])[CH:40]=2)=[O:15])[CH:3]=1. The catalyst class is: 44. (10) Reactant: [CH2:1]([NH:8][CH2:9][C:10]1[NH:11][CH:12]=[C:13]([C:15]2[CH:20]=[CH:19][C:18]([C:21]3[CH:26]=[CH:25][CH:24]=[CH:23][CH:22]=3)=[CH:17][CH:16]=2)[N:14]=1)[C:2]1[CH:7]=[CH:6][CH:5]=[CH:4][CH:3]=1.C(=O)([O-])[O-].[K+].[K+].[Br-].[CH3:34][CH2:35][CH2:36][CH2:37][CH2:38][CH3:39].O. Product: [CH2:1]([N:8]([CH2:9][C:10]1[NH:11][CH:12]=[C:13]([C:15]2[CH:16]=[CH:17][C:18]([C:21]3[CH:26]=[CH:25][CH:24]=[CH:23][CH:22]=3)=[CH:19][CH:20]=2)[N:14]=1)[CH2:34][CH2:35][CH2:36][CH2:37][CH2:38][CH3:39])[C:2]1[CH:3]=[CH:4][CH:5]=[CH:6][CH:7]=1. The catalyst class is: 9.